This data is from NCI-60 drug combinations with 297,098 pairs across 59 cell lines. The task is: Regression. Given two drug SMILES strings and cell line genomic features, predict the synergy score measuring deviation from expected non-interaction effect. (1) Drug 1: C1=CC(=C2C(=C1NCCNCCO)C(=O)C3=C(C=CC(=C3C2=O)O)O)NCCNCCO. Drug 2: C1=CN(C(=O)N=C1N)C2C(C(C(O2)CO)O)O.Cl. Cell line: SF-295. Synergy scores: CSS=67.7, Synergy_ZIP=4.15, Synergy_Bliss=6.07, Synergy_Loewe=6.49, Synergy_HSA=9.48. (2) Drug 2: CN(CCCl)CCCl.Cl. Synergy scores: CSS=47.1, Synergy_ZIP=-0.752, Synergy_Bliss=0.274, Synergy_Loewe=-4.71, Synergy_HSA=-0.160. Drug 1: CC12CCC3C(C1CCC2=O)CC(=C)C4=CC(=O)C=CC34C. Cell line: HOP-62. (3) Drug 1: CC1=C(C(=CC=C1)Cl)NC(=O)C2=CN=C(S2)NC3=CC(=NC(=N3)C)N4CCN(CC4)CCO. Drug 2: C1=CN(C=N1)CC(O)(P(=O)(O)O)P(=O)(O)O. Cell line: HOP-92. Synergy scores: CSS=12.7, Synergy_ZIP=-4.50, Synergy_Bliss=-4.03, Synergy_Loewe=-48.5, Synergy_HSA=-4.45. (4) Drug 1: CNC(=O)C1=CC=CC=C1SC2=CC3=C(C=C2)C(=NN3)C=CC4=CC=CC=N4. Drug 2: C1=NNC2=C1C(=O)NC=N2. Cell line: SK-OV-3. Synergy scores: CSS=0.533, Synergy_ZIP=0.547, Synergy_Bliss=0.897, Synergy_Loewe=-1.44, Synergy_HSA=-0.884. (5) Drug 1: C(CN)CNCCSP(=O)(O)O. Drug 2: COCCOC1=C(C=C2C(=C1)C(=NC=N2)NC3=CC=CC(=C3)C#C)OCCOC.Cl. Cell line: MDA-MB-435. Synergy scores: CSS=9.16, Synergy_ZIP=-3.01, Synergy_Bliss=-2.78, Synergy_Loewe=2.48, Synergy_HSA=-0.203. (6) Drug 1: CS(=O)(=O)C1=CC(=C(C=C1)C(=O)NC2=CC(=C(C=C2)Cl)C3=CC=CC=N3)Cl. Drug 2: C1C(C(OC1N2C=NC(=NC2=O)N)CO)O. Cell line: EKVX. Synergy scores: CSS=6.89, Synergy_ZIP=-1.27, Synergy_Bliss=-1.67, Synergy_Loewe=-1.97, Synergy_HSA=-2.42.